Dataset: Experimentally validated miRNA-target interactions with 360,000+ pairs, plus equal number of negative samples. Task: Binary Classification. Given a miRNA mature sequence and a target amino acid sequence, predict their likelihood of interaction. (1) The miRNA is hsa-miR-302c-5p with sequence UUUAACAUGGGGGUACCUGCUG. The protein sequence of the target gene is MNSNVENLPPHIIRLVYKEVTTLTADPPDGIKVFPNEEDLTDLQVTIEGPEGTPYAGGLFRMKLLLGKDFPASPPKGYFLTKIFHPNVGANGEICVNVLKRDWTAELGIRHVLLTIKCLLIHPNPESALNEEAGRLLLENYEEYAARARLLTEIHGGAGGPSGRAEAGRALASGTEASSTDPGAPGGPGGAEGPMAKKHAGERDKKLAAKKKTDKKRALRRL. Result: 0 (no interaction). (2) Result: 0 (no interaction). The miRNA is hsa-miR-302b-5p with sequence ACUUUAACAUGGAAGUGCUUUC. The protein sequence of the target gene is MPRYGASLRQSCPRSGREQGQDGTAGAPGLLWMGLVLALALALALALALSDSRVLWAPAEAHPLSPQGHPARLHRIVPRLRDVFGWGNLTCPICKGLFTAINLGLKKEPNVARVGSVAIKLCNLLKIAPPAVCQSIVHLFEDDMVEVWRRSVLSPSEACGLLLGSTCGHWDIFSSWNISLPTVPKPPPKPPSPPAPGAPVSRILFLTDLHWDHDYLEGTDPDCADPLCCRRGSGLPPASRPGAGYWGEYSKCDLPLRTLESLLSGLGPAGPFDMVYWTGDIPAHDVWHQTRQDQLRALTT....